From a dataset of Full USPTO retrosynthesis dataset with 1.9M reactions from patents (1976-2016). Predict the reactants needed to synthesize the given product. (1) Given the product [CH2:1]([O:3][C:4](=[O:23])[CH:5]([CH3:22])[CH:6]([N:8]([C:12]1[C:17]([NH2:18])=[CH:16][N:15]=[C:14]([Cl:21])[N:13]=1)[CH:9]1[CH2:11][CH2:10]1)[CH3:7])[CH3:2], predict the reactants needed to synthesize it. The reactants are: [CH2:1]([O:3][C:4](=[O:23])[CH:5]([CH3:22])[CH:6]([N:8]([C:12]1[C:17]([N+:18]([O-])=O)=[CH:16][N:15]=[C:14]([Cl:21])[N:13]=1)[CH:9]1[CH2:11][CH2:10]1)[CH3:7])[CH3:2].[H][H]. (2) Given the product [C:23]1([CH2:29][C:30]([CH:17]2[CH:14]3[CH:13]([C:12](=[O:20])[N:11]([C:8]4[CH:9]=[CH:10][C:5]([O:4][C:3]([F:2])([F:21])[F:22])=[CH:6][CH:7]=4)[CH2:16][CH2:15]3)[CH2:19][NH:18]2)=[O:31])[CH:28]=[CH:27][CH:26]=[CH:25][CH:24]=1, predict the reactants needed to synthesize it. The reactants are: Cl.[F:2][C:3]([F:22])([F:21])[O:4][C:5]1[CH:10]=[CH:9][C:8]([N:11]2[CH2:16][CH2:15][CH:14]3[CH2:17][NH:18][CH2:19][CH:13]3[C:12]2=[O:20])=[CH:7][CH:6]=1.[C:23]1([CH2:29][C:30](Cl)=[O:31])[CH:28]=[CH:27][CH:26]=[CH:25][CH:24]=1.CCN(CC)CC.C(Cl)Cl.